From a dataset of Forward reaction prediction with 1.9M reactions from USPTO patents (1976-2016). Predict the product of the given reaction. (1) Given the reactants [NH2:1][CH2:2][CH2:3][CH2:4][N:5]1[C:17]2[C:16]3[CH:15]=[CH:14][CH:13]=[CH:12][C:11]=3[N:10]=[C:9]([NH2:18])[C:8]=2[N:7]=[C:6]1[CH2:19][CH2:20][O:21][CH3:22].[CH:23]([C:25]1[CH:36]=[CH:35][CH:34]=[CH:33][C:26]=1[O:27][CH2:28][C:29]([O:31][CH3:32])=[O:30])=O, predict the reaction product. The product is: [NH2:18][C:9]1[C:8]2[N:7]=[C:6]([CH2:19][CH2:20][O:21][CH3:22])[N:5]([CH2:4][CH2:3][CH2:2][NH:1][CH2:23][C:25]3[CH:36]=[CH:35][CH:34]=[CH:33][C:26]=3[O:27][CH2:28][C:29]([O:31][CH3:32])=[O:30])[C:17]=2[C:16]2[CH:15]=[CH:14][CH:13]=[CH:12][C:11]=2[N:10]=1. (2) The product is: [O:17]1[CH2:18][CH2:19][O:20][CH:16]1[CH2:15][N:1]1[C:10]2[C:5](=[CH:6][CH:7]=[CH:8][CH:9]=2)[N:4]=[CH:3][C:2]1=[O:11]. Given the reactants [NH:1]1[C:10]2[C:5](=[CH:6][CH:7]=[CH:8][CH:9]=2)[N:4]=[CH:3][C:2]1=[O:11].[H-].[Na+].Br[CH2:15][CH:16]1[O:20][CH2:19][CH2:18][O:17]1.Cl, predict the reaction product.